From a dataset of Forward reaction prediction with 1.9M reactions from USPTO patents (1976-2016). Predict the product of the given reaction. Given the reactants [CH2:1]([O:8][C:9]1[CH:18]=[CH:17][C:12]([C:13]([NH:15][NH2:16])=[O:14])=[CH:11][C:10]=1[C:19]([F:22])([F:21])[F:20])[C:2]1[CH:7]=[CH:6][CH:5]=[CH:4][CH:3]=1.C1(C2N=NSC=2)C=CC=CC=1.[CH3:34][C:35]1([CH3:73])[N:39]([C:40]([O:42][C:43]([CH3:46])([CH3:45])[CH3:44])=[O:41])[C@@:38]([CH3:72])([C:47](=[O:71])NCC(C2C=CC(OCCCCCCCC)=C(C(F)(F)F)C=2)=O)[CH2:37][O:36]1, predict the reaction product. The product is: [CH2:1]([O:8][C:9]1[CH:18]=[CH:17][C:12]([C:13]([NH:15][NH:16][C:47]([C@@:38]2([CH3:72])[CH2:37][O:36][C:35]([CH3:73])([CH3:34])[N:39]2[C:40]([O:42][C:43]([CH3:46])([CH3:45])[CH3:44])=[O:41])=[O:71])=[O:14])=[CH:11][C:10]=1[C:19]([F:20])([F:21])[F:22])[C:2]1[CH:3]=[CH:4][CH:5]=[CH:6][CH:7]=1.